This data is from Forward reaction prediction with 1.9M reactions from USPTO patents (1976-2016). The task is: Predict the product of the given reaction. Given the reactants Br[C:2]1[CH:3]=[C:4]([NH:8][CH3:9])[CH:5]=[CH:6][CH:7]=1.[CH:10]([C:12]1[CH:17]=[CH:16][C:15](B(O)O)=[CH:14][CH:13]=1)=[O:11], predict the reaction product. The product is: [CH3:9][NH:8][C:4]1[CH:3]=[C:2]([C:15]2[CH:16]=[CH:17][C:12]([CH:10]=[O:11])=[CH:13][CH:14]=2)[CH:7]=[CH:6][CH:5]=1.